Regression. Given a peptide amino acid sequence and an MHC pseudo amino acid sequence, predict their binding affinity value. This is MHC class II binding data. From a dataset of Peptide-MHC class II binding affinity with 134,281 pairs from IEDB. (1) The peptide sequence is SEKCNFFLEEVLDVC. The MHC is DRB1_0101 with pseudo-sequence DRB1_0101. The binding affinity (normalized) is 0.657. (2) The peptide sequence is GFKAALAAAAGVPPADKYRT. The MHC is DRB1_1302 with pseudo-sequence DRB1_1302. The binding affinity (normalized) is 0.349. (3) The peptide sequence is MDCIIFESASKARLP. The MHC is DRB1_1302 with pseudo-sequence DRB1_1302. The binding affinity (normalized) is 0.455. (4) The peptide sequence is TYSQLMTLKDAKMLQ. The MHC is H-2-IAb with pseudo-sequence H-2-IAb. The binding affinity (normalized) is 0.0887. (5) The binding affinity (normalized) is 0.653. The peptide sequence is FGMVTLLGSALLSVL. The MHC is DRB1_0101 with pseudo-sequence DRB1_0101.